Dataset: Full USPTO retrosynthesis dataset with 1.9M reactions from patents (1976-2016). Task: Predict the reactants needed to synthesize the given product. (1) Given the product [NH2:1][C:2]1[C:12]([N+:13]([O-:15])=[O:14])=[CH:11][C:5]([C:6]([O:8][CH2:9][CH3:10])=[O:7])=[C:4]([O:20][CH2:19][CH:18]([F:21])[F:17])[CH:3]=1, predict the reactants needed to synthesize it. The reactants are: [NH2:1][C:2]1[C:12]([N+:13]([O-:15])=[O:14])=[CH:11][C:5]([C:6]([O:8][CH2:9][CH3:10])=[O:7])=[C:4](F)[CH:3]=1.[F:17][CH:18]([F:21])[CH2:19][OH:20].[H-].[Na+].C1COCC1. (2) Given the product [Cl:1][C:2]1[CH:3]=[CH:4][C:5]([C:8]2[N:9]([CH:14]3[CH2:16][CH2:15]3)[C:10](=[O:13])[N:11]([CH2:33][C:30]3[CH:31]=[CH:32][C:27]([C:25]([O:24][CH3:23])=[O:26])=[CH:28][C:29]=3[O:35][CH3:36])[N:12]=2)=[CH:6][CH:7]=1, predict the reactants needed to synthesize it. The reactants are: [Cl:1][C:2]1[CH:7]=[CH:6][C:5]([C:8]2[N:9]([CH:14]3[CH2:16][CH2:15]3)[C:10](=[O:13])[NH:11][N:12]=2)=[CH:4][CH:3]=1.C(=O)([O-])[O-].[Cs+].[Cs+].[CH3:23][O:24][C:25]([C:27]1[CH:32]=[CH:31][C:30]([CH2:33]Br)=[C:29]([O:35][CH3:36])[CH:28]=1)=[O:26].